Dataset: TCR-epitope binding with 47,182 pairs between 192 epitopes and 23,139 TCRs. Task: Binary Classification. Given a T-cell receptor sequence (or CDR3 region) and an epitope sequence, predict whether binding occurs between them. (1) The epitope is GVAMPNLYK. The TCR CDR3 sequence is CASSFTGPATQYF. Result: 0 (the TCR does not bind to the epitope). (2) The epitope is LLFNKVTLA. The TCR CDR3 sequence is CASSEFWTSGAKNIQYF. Result: 1 (the TCR binds to the epitope). (3) The epitope is LEPLVDLPI. The TCR CDR3 sequence is CASSTGTGKPTDTQYF. Result: 1 (the TCR binds to the epitope). (4) The epitope is ALSKGVHFV. The TCR CDR3 sequence is CASSSGTDLINEQFF. Result: 1 (the TCR binds to the epitope). (5) The epitope is FVDGVPFVV. The TCR CDR3 sequence is CASSEPDRAHYEQYF. Result: 1 (the TCR binds to the epitope). (6) The TCR CDR3 sequence is CASSRGTSDWSDEQFF. The epitope is HTTDPSFLGRY. Result: 1 (the TCR binds to the epitope). (7) The epitope is KAYNVTQAF. The TCR CDR3 sequence is CASSLRVNSPLHF. Result: 1 (the TCR binds to the epitope).